Dataset: Catalyst prediction with 721,799 reactions and 888 catalyst types from USPTO. Task: Predict which catalyst facilitates the given reaction. Reactant: [F:1][C:2]1[CH:7]=[CH:6][C:5]([N:8]2[CH2:12][CH2:11][CH:10]([C:13]([OH:15])=O)[C:9]2=[O:16])=[CH:4][CH:3]=1.C(OC1C=[CH:29][C:28]([NH:31][C:32]2[N:37]=CN=[C:34]([O:38][C:39]3[CH:44]=[CH:43][C:42]([NH:45]C(=O)CC(NC4C=CC(F)=CC=4)=O)=[CH:41][C:40]=3[F:59])[CH:33]=2)=CC=1)C1C=CC=CC=1.CN(C(ON1N=NC2C=CC=NC1=2)=[N+](C)C)C.F[P-](F)(F)(F)(F)F.C(N(C(C)C)CC)(C)C. Product: [NH2:37][C:32]1[CH:33]=[C:34]([O:38][C:39]2[CH:44]=[CH:43][C:42]([NH:45][C:13]([CH:10]3[CH2:11][CH2:12][N:8]([C:5]4[CH:4]=[CH:3][C:2]([F:1])=[CH:7][CH:6]=4)[C:9]3=[O:16])=[O:15])=[CH:41][C:40]=2[F:59])[CH:29]=[CH:28][N:31]=1. The catalyst class is: 3.